This data is from Full USPTO retrosynthesis dataset with 1.9M reactions from patents (1976-2016). The task is: Predict the reactants needed to synthesize the given product. (1) Given the product [CH3:1][C:2]1[C:3](=[O:13])[C:4]2[C:9](=[CH:8][CH:7]=[CH:6][CH:5]=2)/[C:10](=[N:22]/[NH:21][C:19](=[O:20])[C:18]2[CH:23]=[CH:24][C:15]([OH:14])=[C:16]([O:25][CH3:26])[CH:17]=2)/[CH:11]=1, predict the reactants needed to synthesize it. The reactants are: [CH3:1][C:2]1[C:3](=[O:13])[C:4]2[C:9]([C:10](=O)[CH:11]=1)=[CH:8][CH:7]=[CH:6][CH:5]=2.[OH:14][C:15]1[CH:24]=[CH:23][C:18]([C:19]([NH:21][NH2:22])=[O:20])=[CH:17][C:16]=1[O:25][CH3:26].C(O)(=O)C. (2) Given the product [CH:8]1[C:7]2[C:16]3=[C:15]4[C:4](=[CH:5][CH:6]=2)[CH:3]=[CH:2][CH:1]=[C:14]4[CH:13]=[CH:12][C:11]3=[CH:10][CH:9]=1, predict the reactants needed to synthesize it. The reactants are: [C:1]1(C=O)[C:14]2[C:15]3=[C:16]4[C:11](=[CH:12][CH:13]=2)[CH:10]=[CH:9][CH:8]=[C:7]4[CH:6]=[CH:5][C:4]3=[CH:3][CH:2]=1.C(CC(O)=O)#N.C(N(CC)CC)C. (3) Given the product [F:1][C:2]([F:47])([F:46])[C:3]1[CH:4]=[CH:5][C:6]([S:9][C:10]2[CH:11]=[C:12]([CH:43]=[CH:44][CH:45]=2)[CH2:13][O:14][C:15]2[CH:20]=[CH:19][C:18]([C@@H:21]([C:38]3[CH:42]=[CH:41][O:40][N:39]=3)[CH2:22][C:57]([OH:56])=[O:48])=[CH:17][CH:16]=2)=[CH:7][CH:8]=1, predict the reactants needed to synthesize it. The reactants are: [F:1][C:2]([F:47])([F:46])[C:3]1[CH:8]=[CH:7][C:6]([S:9][C:10]2[CH:11]=[C:12]([CH:43]=[CH:44][CH:45]=2)[CH2:13][O:14][C:15]2[CH:20]=[CH:19][C:18]([C@@H:21]([C:38]3[CH:42]=[CH:41][O:40][N:39]=3)[CH2:22]C(N3[C@@H](CC4C=CC=CC=4)COC3=O)=O)=[CH:17][CH:16]=2)=[CH:5][CH:4]=1.[OH:48]O.[Li+].[OH-].Cl.C1[CH2:57][O:56]CC1. (4) Given the product [CH:1]1([C:6]2[C:14]3[C:9](=[N:10][C:11]([O:32][C:26]4[CH:27]=[CH:28][C:29]([F:31])=[CH:30][C:25]=4[F:24])=[N:12][C:13]=3[NH:15][CH2:16][C@H:17]([OH:19])[CH3:18])[NH:8][N:7]=2)[CH2:5][CH2:4][CH2:3][CH2:2]1, predict the reactants needed to synthesize it. The reactants are: [CH:1]1([C:6]2[C:14]3[C:9](=[N:10][C:11](S(C)(=O)=O)=[N:12][C:13]=3[NH:15][CH2:16][C@H:17]([OH:19])[CH3:18])[NH:8][N:7]=2)[CH2:5][CH2:4][CH2:3][CH2:2]1.[F:24][C:25]1[CH:30]=[C:29]([F:31])[CH:28]=[CH:27][C:26]=1[OH:32].[OH-].[K+]. (5) Given the product [C:22]([O:26][C:27]([N:29]1[CH2:34][CH2:33][N:32]([C:2]2[N:10]([C:11]3[CH:16]=[CH:15][CH:14]=[CH:13][C:12]=3[Cl:17])[C:9]3[C:8](=[O:18])[N:7]([CH3:19])[C:6](=[O:20])[N:5]([CH3:21])[C:4]=3[N:3]=2)[CH2:31][CH2:30]1)=[O:28])([CH3:25])([CH3:23])[CH3:24], predict the reactants needed to synthesize it. The reactants are: Cl[C:2]1[N:10]([C:11]2[CH:16]=[CH:15][CH:14]=[CH:13][C:12]=2[Cl:17])[C:9]2[C:8](=[O:18])[N:7]([CH3:19])[C:6](=[O:20])[N:5]([CH3:21])[C:4]=2[N:3]=1.[C:22]([O:26][C:27]([N:29]1[CH2:34][CH2:33][NH:32][CH2:31][CH2:30]1)=[O:28])([CH3:25])([CH3:24])[CH3:23]. (6) Given the product [CH3:13][Si:12]([C:11]#[C:10][C:7]1[CH:6]=[CH:5][C:4]([CH2:3][OH:2])=[CH:9][CH:8]=1)([CH3:14])[CH3:15], predict the reactants needed to synthesize it. The reactants are: C[O:2][C:3](=O)[C:4]1[CH:9]=[CH:8][C:7]([C:10]#[C:11][Si:12]([CH3:15])([CH3:14])[CH3:13])=[CH:6][CH:5]=1.[H-].[H-].[H-].[H-].[Li+].[Al+3]. (7) The reactants are: Br[C:2]1[C:3]([CH3:10])=[N:4][C:5]([Cl:9])=[C:6]([F:8])[CH:7]=1.[F:11][C:12]1[CH:17]=[CH:16][C:15]([O:18][CH3:19])=[CH:14][C:13]=1B(O)O.C([O-])([O-])=O.[K+].[K+].O. Given the product [Cl:9][C:5]1[C:6]([F:8])=[CH:7][C:2]([C:13]2[CH:14]=[C:15]([O:18][CH3:19])[CH:16]=[CH:17][C:12]=2[F:11])=[C:3]([CH3:10])[N:4]=1, predict the reactants needed to synthesize it. (8) The reactants are: [C:1]([O:5][C:6](=[O:41])[CH2:7][CH2:8][S:9][CH2:10][C:11]1[CH:12]=[C:13]([CH:38]=[CH:39][CH:40]=1)[C:14]([NH:16][C:17]1[CH:22]=[CH:21][C:20]([N:23]2[CH2:28][CH2:27][CH2:26][CH2:25][CH2:24]2)=[CH:19][C:18]=1[C:29]1[CH:30]=[C:31]([CH:35]=[CH:36][N:37]=1)[C:32](O)=[O:33])=[O:15])([CH3:4])([CH3:3])[CH3:2].CN(C(ON1N=NC2C=CC=NC1=2)=[N+](C)C)C.F[P-](F)(F)(F)(F)F.C(N(CC)C(C)C)(C)C.[F:75][C:76]([F:86])([F:85])[C:77]1[N:82]=[CH:81][C:80]([CH2:83][NH2:84])=[CH:79][CH:78]=1. Given the product [F:85][C:76]([F:75])([F:86])[C:77]1[N:82]=[CH:81][C:80]([CH2:83][NH:84][C:32]([C:31]2[CH:35]=[CH:36][N:37]=[C:29]([C:18]3[CH:19]=[C:20]([N:23]4[CH2:24][CH2:25][CH2:26][CH2:27][CH2:28]4)[CH:21]=[CH:22][C:17]=3[NH:16][C:14]([C:13]3[CH:12]=[C:11]([CH:40]=[CH:39][CH:38]=3)[CH2:10][S:9][CH2:8][CH2:7][C:6]([O:5][C:1]([CH3:2])([CH3:4])[CH3:3])=[O:41])=[O:15])[CH:30]=2)=[O:33])=[CH:79][CH:78]=1, predict the reactants needed to synthesize it. (9) Given the product [NH2:1][C:2]1[C:11]2[C:6](=[C:7]([C:26]3[CH:25]=[C:24]([Cl:27])[CH:23]=[CH:22][C:21]=3[O:20][CH3:19])[CH:8]=[CH:9][CH:10]=2)[N:5]=[N:4][C:3]=1[C:13]([NH:15][CH2:16][CH2:17][CH3:18])=[O:14], predict the reactants needed to synthesize it. The reactants are: [NH2:1][C:2]1[C:11]2[C:6](=[C:7](Br)[CH:8]=[CH:9][CH:10]=2)[N:5]=[N:4][C:3]=1[C:13]([NH:15][CH2:16][CH2:17][CH3:18])=[O:14].[CH3:19][O:20][C:21]1[CH:26]=[CH:25][C:24]([Cl:27])=[CH:23][C:22]=1B(O)O. (10) Given the product [CH:1]1([C:8]2([CH3:15])[NH:12][C:11](=[O:13])[N:10]([CH2:17][C:18](=[O:19])[C:20]3[CH:25]=[CH:24][CH:23]=[CH:22][CH:21]=3)[C:9]2=[O:14])[CH2:2][CH2:3][CH2:4][CH2:5][CH2:6][CH2:7]1, predict the reactants needed to synthesize it. The reactants are: [CH:1]1([C:8]2([CH3:15])[NH:12][C:11](=[O:13])[NH:10][C:9]2=[O:14])[CH2:7][CH2:6][CH2:5][CH2:4][CH2:3][CH2:2]1.Br[CH2:17][C:18]([C:20]1[CH:25]=[CH:24][CH:23]=[CH:22][CH:21]=1)=[O:19].